This data is from Forward reaction prediction with 1.9M reactions from USPTO patents (1976-2016). The task is: Predict the product of the given reaction. (1) Given the reactants I[C:2]1[C:10]2[C:9]([S:11][CH3:12])=[N:8][CH:7]=[N:6][C:5]=2[N:4]([C@@H:13]2[O:19][C@H:18]([CH2:20][OH:21])[C@@H:16]([OH:17])[C@H:14]2[OH:15])[CH:3]=1.[O:22]1[CH:26]=[CH:25][CH:24]=[C:23]1B(O)O.C([O-])([O-])=O.[Na+].[Na+].C1C=C(S([O-])(=O)=O)C=C(P(C2C=CC=C(S([O-])(=O)=O)C=2)C2C=CC=C(S([O-])(=O)=O)C=2)C=1.[Na+].[Na+].[Na+].Cl, predict the reaction product. The product is: [O:22]1[CH:26]=[CH:25][CH:24]=[C:23]1[C:2]1[C:10]2[C:9]([S:11][CH3:12])=[N:8][CH:7]=[N:6][C:5]=2[N:4]([C@@H:13]2[O:19][C@H:18]([CH2:20][OH:21])[C@@H:16]([OH:17])[C@H:14]2[OH:15])[CH:3]=1. (2) Given the reactants [Cl:1][C:2]1[C:3]([C:18]2[N:22]=[C:21]([C:23]3[N:24]=[C:25]4[C:30]([Cl:31])=[CH:29][C:28]([CH2:32][CH:33]([CH3:35])[CH3:34])=[CH:27][N:26]4[CH:36]=3)[O:20][N:19]=2)=[CH:4][C:5]([F:17])=[C:6]([CH2:8][CH2:9][C:10]([O:12]C(C)(C)C)=[O:11])[CH:7]=1.C(O)(C(F)(F)F)=O, predict the reaction product. The product is: [Cl:1][C:2]1[C:3]([C:18]2[N:22]=[C:21]([C:23]3[N:24]=[C:25]4[C:30]([Cl:31])=[CH:29][C:28]([CH2:32][CH:33]([CH3:34])[CH3:35])=[CH:27][N:26]4[CH:36]=3)[O:20][N:19]=2)=[CH:4][C:5]([F:17])=[C:6]([CH2:8][CH2:9][C:10]([OH:12])=[O:11])[CH:7]=1. (3) Given the reactants [C:1]([CH:3]1[CH2:8][CH2:7][N:6]([C:9]([O:11][C:12]([CH3:15])([CH3:14])[CH3:13])=[O:10])[CH2:5][CH2:4]1)#[N:2].C[Si](C)(C)N[Si](C)(C)C.[Li].Br[CH2:27][CH2:28][O:29][Si:30]([C:33]([CH3:36])([CH3:35])[CH3:34])([CH3:32])[CH3:31], predict the reaction product. The product is: [Si:30]([O:29][CH2:28][CH2:27][C:3]1([C:1]#[N:2])[CH2:8][CH2:7][N:6]([C:9]([O:11][C:12]([CH3:15])([CH3:14])[CH3:13])=[O:10])[CH2:5][CH2:4]1)([C:33]([CH3:36])([CH3:35])[CH3:34])([CH3:32])[CH3:31]. (4) Given the reactants [CH:1]([NH:4][C:5](=[O:33])[CH2:6][N:7]1[C:16](=[O:17])[C:15]2[C:10](=[CH:11][CH:12]=[C:13]([N:18]3[CH2:24][CH2:23][CH2:22][NH:21][CH2:20][CH2:19]3)[CH:14]=2)[N:9]=[C:8]1[C:25]1[CH:30]=[CH:29][CH:28]=[C:27]([O:31][CH3:32])[CH:26]=1)([CH3:3])[CH3:2].[CH2:34](Br)[CH3:35].C([O-])([O-])=O.[K+].[K+], predict the reaction product. The product is: [CH2:34]([N:21]1[CH2:22][CH2:23][CH2:24][N:18]([C:13]2[CH:14]=[C:15]3[C:10](=[CH:11][CH:12]=2)[N:9]=[C:8]([C:25]2[CH:30]=[CH:29][CH:28]=[C:27]([O:31][CH3:32])[CH:26]=2)[N:7]([CH2:6][C:5]([NH:4][CH:1]([CH3:3])[CH3:2])=[O:33])[C:16]3=[O:17])[CH2:19][CH2:20]1)[CH3:35]. (5) Given the reactants [CH2:1]([O:5][CH2:6][CH2:7][O:8][C:9]1[CH:14]=[CH:13][C:12]([C:15]2[CH:16]=[CH:17][C:18]3[N:24]([C:25](=[O:30])[C:26]([F:29])([F:28])[F:27])[CH2:23][CH2:22][C:21]([C:31]([NH:33][C:34]4[CH:39]=[CH:38][C:37]([CH:40]([OH:51])[C:41]5[C:46]([O:47][CH2:48][CH2:49][CH3:50])=[CH:45][CH:44]=[CH:43][N:42]=5)=[CH:36][CH:35]=4)=[O:32])=[CH:20][C:19]=3[CH:52]=2)=[CH:11][CH:10]=1)[CH2:2][CH2:3][CH3:4].ClC1C=CC=C(C(OO)=[O:61])C=1.S([O-])([O-])(=O)=S.[Na+].[Na+], predict the reaction product. The product is: [CH2:1]([O:5][CH2:6][CH2:7][O:8][C:9]1[CH:10]=[CH:11][C:12]([C:15]2[CH:16]=[CH:17][C:18]3[N:24]([C:25](=[O:30])[C:26]([F:29])([F:27])[F:28])[CH2:23][CH2:22][C:21]([C:31]([NH:33][C:34]4[CH:35]=[CH:36][C:37]([CH:40]([OH:51])[C:41]5[C:46]([O:47][CH2:48][CH2:49][CH3:50])=[CH:45][CH:44]=[CH:43][N+:42]=5[O-:61])=[CH:38][CH:39]=4)=[O:32])=[CH:20][C:19]=3[CH:52]=2)=[CH:13][CH:14]=1)[CH2:2][CH2:3][CH3:4]. (6) Given the reactants Cl[C:2]1[N:20]=[C:5]2[C:6]([C:10]3[CH:15]=[CH:14][C:13]([S:16]([CH3:19])(=[O:18])=[O:17])=[CH:12][CH:11]=3)=[CH:7][CH:8]=[CH:9][N:4]2[N:3]=1.[N:21]1([CH:27]2[CH2:33][CH2:32][C:31]3[CH:34]=[C:35]([NH2:38])[CH:36]=[CH:37][C:30]=3[CH2:29][CH2:28]2)[CH2:26][CH2:25][O:24][CH2:23][CH2:22]1.C1(P(C2CCCCC2)C2C=CC=CC=2C2C=CC=CC=2P(C2CCCCC2)C2CCCCC2)CCCCC1, predict the reaction product. The product is: [CH3:19][S:16]([C:13]1[CH:14]=[CH:15][C:10]([C:6]2[C:5]3[N:4]([N:3]=[C:2]([NH:38][C:35]4[CH:36]=[CH:37][C:30]5[CH2:29][CH2:28][CH:27]([N:21]6[CH2:26][CH2:25][O:24][CH2:23][CH2:22]6)[CH2:33][CH2:32][C:31]=5[CH:34]=4)[N:20]=3)[CH:9]=[CH:8][CH:7]=2)=[CH:11][CH:12]=1)(=[O:18])=[O:17]. (7) Given the reactants [NH2:1][C:2]1[C:7]([NH2:8])=[CH:6][N:5]=[C:4]([C:9]2[CH:14]=[CH:13][CH:12]=[CH:11][C:10]=2[F:15])[N:3]=1.[C:16]([S:20]([NH:23][C@@H:24]1[CH2:29][CH2:28][C@H:27]([C:30](O)=O)[CH2:26][CH2:25]1)(=[O:22])=[O:21])([CH3:19])([CH3:18])[CH3:17].N[C@@H]1CC[C@H](C(O)=O)CC1.FC(F)(F)C1C=CC(N)=C(N)C=1, predict the reaction product. The product is: [C:16]([S:20]([NH:23][C@@H:24]1[CH2:25][CH2:26][C@H:27]([C:30]2[NH:8][C:7]3[C:2](=[N:3][C:4]([C:9]4[CH:14]=[CH:13][CH:12]=[CH:11][C:10]=4[F:15])=[N:5][CH:6]=3)[N:1]=2)[CH2:28][CH2:29]1)(=[O:22])=[O:21])([CH3:19])([CH3:17])[CH3:18].